This data is from Peptide-MHC class I binding affinity with 185,985 pairs from IEDB/IMGT. The task is: Regression. Given a peptide amino acid sequence and an MHC pseudo amino acid sequence, predict their binding affinity value. This is MHC class I binding data. The MHC is H-2-Kb with pseudo-sequence H-2-Kb. The peptide sequence is YTVSYPNL. The binding affinity (normalized) is 0.566.